From a dataset of Catalyst prediction with 721,799 reactions and 888 catalyst types from USPTO. Predict which catalyst facilitates the given reaction. (1) Reactant: [CH3:1][N:2]([CH3:26])[CH2:3][C:4]1([C:10]2[CH:15]=[CH:14][C:13]([O:16][CH2:17][CH2:18][CH2:19][N:20]3[CH2:25][CH2:24][S:23][CH2:22][CH2:21]3)=[CH:12][CH:11]=2)[CH2:9][CH2:8][O:7][CH2:6][CH2:5]1.C(O)(C(F)(F)F)=[O:28].FC(F)(F)C(OO)=O.[OH-:42].[Na+]. Product: [O:42]=[S:23]1(=[O:28])[CH2:22][CH2:21][N:20]([CH2:19][CH2:18][CH2:17][O:16][C:13]2[CH:12]=[CH:11][C:10]([C:4]3([CH2:3][N:2]([CH3:1])[CH3:26])[CH2:5][CH2:6][O:7][CH2:8][CH2:9]3)=[CH:15][CH:14]=2)[CH2:25][CH2:24]1. The catalyst class is: 2. (2) Reactant: [OH-].[Na+].[CH2:3]([SH:13])[CH2:4][CH2:5][CH2:6][CH2:7][CH2:8][CH2:9][CH2:10][CH2:11][CH3:12].Cl.Cl[CH2:16][CH2:17][NH:18][CH2:19][CH2:20]Cl. Product: [CH2:3]([S:13][CH2:16][CH2:17][NH:18][CH2:19][CH2:20][S:13][CH2:3][CH2:4][CH2:5][CH2:6][CH2:7][CH2:8][CH2:9][CH2:10][CH2:11][CH3:12])[CH2:4][CH2:5][CH2:6][CH2:7][CH2:8][CH2:9][CH2:10][CH2:11][CH3:12]. The catalyst class is: 8. (3) Reactant: [F:1][C:2]1[C:10]([F:11])=[CH:9][C:8]([C:12]([O:14][CH3:15])=[O:13])=[C:7]2[C:3]=1[CH:4]=[C:5]([CH3:16])[NH:6]2.C([SiH](CC)CC)C. Product: [CH3:15][O:14][C:12]([C:8]1[CH:9]=[C:10]([F:11])[C:2]([F:1])=[C:3]2[C:7]=1[NH:6][CH:5]([CH3:16])[CH2:4]2)=[O:13]. The catalyst class is: 55. (4) Reactant: [CH2:1]([O:3][C:4](=[O:14])[C:5]1[CH:10]=[CH:9][C:8]([O:11][CH3:12])=[C:7](Br)[CH:6]=1)[CH3:2].[CH2:15]([O:23][C:24](=[O:28])[CH2:25][CH2:26][SH:27])[CH2:16][CH2:17][CH2:18][CH2:19][CH:20]([CH3:22])C.[CH:29](N(C(C)C)CC)(C)C.CC1(C)C2C(=C(P(C3C=CC=CC=3)C3C=CC=CC=3)C=CC=2)OC2C(P(C3C=CC=CC=3)C3C=CC=CC=3)=CC=CC1=2. Product: [CH2:1]([O:3][C:4](=[O:14])[C:5]1[CH:10]=[CH:9][C:8]([O:11][CH3:12])=[C:7]([S:27][CH2:26][CH2:25][C:24]([O:23][CH2:15][CH2:16][CH2:17][CH2:18][CH2:19][CH2:20][CH2:22][CH3:29])=[O:28])[CH:6]=1)[CH3:2]. The catalyst class is: 62. (5) Reactant: [C:1]([O:5][C:6]([NH:8][C@@H:9]([CH2:14][C:15]1[CH:20]=[CH:19][C:18]([C:21]([F:24])([F:23])[CH3:22])=[CH:17][CH:16]=1)[C:10](OC)=[O:11])=[O:7])([CH3:4])([CH3:3])[CH3:2].CCO.[Li+].[BH4-]. Product: [F:23][C:21]([C:18]1[CH:17]=[CH:16][C:15]([CH2:14][C@H:9]([NH:8][C:6](=[O:7])[O:5][C:1]([CH3:4])([CH3:3])[CH3:2])[CH2:10][OH:11])=[CH:20][CH:19]=1)([F:24])[CH3:22]. The catalyst class is: 1. (6) Reactant: [Cl:1][C:2]1[CH:3]=[CH:4][C:5]2[NH:11][C:10]3[CH:12]=[CH:13][CH:14]=[CH:15][C:9]=3[C:8](Cl)=[N:7][C:6]=2[CH:17]=1. The catalyst class is: 45. Product: [Cl:1][C:2]1[CH:3]=[CH:4][C:5]2[NH:11][C:10]3[CH:12]=[CH:13][CH:14]=[CH:15][C:9]=3[C:8]([CH:2]3[CH2:3][CH2:4][CH2:5][CH2:6][CH2:17]3)=[N:7][C:6]=2[CH:17]=1.